Predict the product of the given reaction. From a dataset of Forward reaction prediction with 1.9M reactions from USPTO patents (1976-2016). The product is: [C:37]([NH:36][CH2:35][C:33]1[N:34]=[C:8]([NH:12][C:13]([C:15]2[CH:16]=[CH:17][C:18]3[CH:19]=[C:20]4[C:27](=[O:28])[NH:26][CH2:25][CH2:24][N:21]4[C:22]=3[CH:23]=2)=[O:14])[S:31][CH:32]=1)(=[O:40])[CH:38]=[CH2:39]. Given the reactants C(NC1C=[C:8]([NH:12][C:13]([C:15]2[CH:16]=[CH:17][C:18]3[CH:19]=[C:20]4[C:27](=[O:28])[NH:26][CH2:25][CH2:24][N:21]4[C:22]=3[CH:23]=2)=[O:14])C=CC=1)(=O)C=C.NC1[S:31][CH:32]=[C:33]([CH2:35][NH:36][C:37](=[O:40])[CH:38]=[CH2:39])[N:34]=1, predict the reaction product.